This data is from Peptide-MHC class II binding affinity with 134,281 pairs from IEDB. The task is: Regression. Given a peptide amino acid sequence and an MHC pseudo amino acid sequence, predict their binding affinity value. This is MHC class II binding data. (1) The peptide sequence is YHFDLSGHAFGAMAK. The MHC is HLA-DPA10201-DPB10101 with pseudo-sequence HLA-DPA10201-DPB10101. The binding affinity (normalized) is 0.130. (2) The peptide sequence is YWKFLANVSTVLTGK. The MHC is DRB3_0202 with pseudo-sequence DRB3_0202. The binding affinity (normalized) is 0.924. (3) The peptide sequence is AAFQAAHARFVAAAA. The MHC is DRB1_1302 with pseudo-sequence DRB1_1302. The binding affinity (normalized) is 0.644. (4) The peptide sequence is IKQTLIAIHTLAIRYANRTDV. The MHC is DRB1_0301 with pseudo-sequence DRB1_0301. The binding affinity (normalized) is 0.561. (5) The peptide sequence is EKKYFAATQWEPLAA. The MHC is HLA-DPA10103-DPB10401 with pseudo-sequence HLA-DPA10103-DPB10401. The binding affinity (normalized) is 0.963. (6) The peptide sequence is PCRAGFETNVSHNVQ. The MHC is DRB1_1602 with pseudo-sequence DRB1_1602. The binding affinity (normalized) is 0.334.